This data is from Peptide-MHC class II binding affinity with 134,281 pairs from IEDB. The task is: Regression. Given a peptide amino acid sequence and an MHC pseudo amino acid sequence, predict their binding affinity value. This is MHC class II binding data. The peptide sequence is ESKYFAATQFEPLAA. The MHC is DRB1_0701 with pseudo-sequence DRB1_0701. The binding affinity (normalized) is 0.769.